This data is from Reaction yield outcomes from USPTO patents with 853,638 reactions. The task is: Predict the reaction yield, written as a fraction of the theoretical maximum amount of product (1.0 means a 100% yield; for example, 0.34 means a 34% yield). The reactants are S(OC)(O[CH3:5])(=O)=O.[NH2:8][C:9]1[N:10]=[C:11]([C:15]2[CH:20]=[CH:19][C:18]([CH2:21][C@H:22]([O:27][CH2:28][CH3:29])[C:23]([O:25][CH3:26])=[O:24])=[CH:17][CH:16]=2)[N:12]([CH3:14])[N:13]=1.[CH2:30](OCC)C. The catalyst is C(N(CC)CC)C.O1CCCC1. The product is [CH2:28]([O:27][C@@H:22]([CH2:21][C:18]1[CH:17]=[CH:16][C:15]([C:11]2[N:12]([CH3:14])[N:13]=[C:9]([NH:8][CH3:5])[N:10]=2)=[CH:20][CH:19]=1)[C:23]([O:25][CH3:26])=[O:24])[CH3:29].[CH2:28]([O:27][C@@H:22]([CH2:21][C:18]1[CH:19]=[CH:20][C:15]([C:11]2[N:12]([CH3:14])[N:13]=[C:9]([NH:8][CH3:30])[N:10]=2)=[CH:16][CH:17]=1)[C:23]([OH:25])=[O:24])[CH3:29]. The yield is 0.160.